From a dataset of Experimentally validated miRNA-target interactions with 360,000+ pairs, plus equal number of negative samples. Binary Classification. Given a miRNA mature sequence and a target amino acid sequence, predict their likelihood of interaction. (1) The miRNA is hsa-miR-617 with sequence AGACUUCCCAUUUGAAGGUGGC. The protein sequence of the target gene is MALVALVAGARLGRRLSGPGLGRGHWTAARRSRSRREAAEAEAEVPVVQYVGERAARADRVFVWGFSFSGALGVPSFVVPSSGPGPRAGARPRRRIQPVPYRLELDQKISSAACGYGFTLLSSKTADVTKVWGMGLNKDSQLGFHRSRKDKTRGYEYVLEPSPVSLPLDRPQETRVLQVSCGRAHSLVLTDREGVFSMGNNSYGQCGRKVVENEIYSESHRVHRMQDFDGQVVQVACGQDHSLFLTDKGEVYSCGWGADGQTGLGHYNITSSPTKLGGDLAGVNVIQVATYGDCCLAVSA.... Result: 0 (no interaction). (2) The miRNA is ath-miR160c-5p with sequence UGCCUGGCUCCCUGUAUGCCA. The protein sequence of the target gene is MDDFERRRELRRQKREEMRLEAERIAYQRNDDDEEEAARERRRRARQERLRQKQEEESLGQVTDQVEVNAQNSVPDEEAKTTTTNTQVEGDDEAAFLERLARREERRQKRLQEALERQKEFDPTITDASLSLPSRRMQNDTAENETTEKEEKSESRQERYEIEETETVTKSYQKNDWRDAEENKKEDKEKEEEEEEKPKRGSIGENQVEVMVEEKTTESQEETVVMSLKNGQISSEEPKQEEEREQGSDEISHHEKMEEEDKERAEAERARLEAEERERIKAEQDKKIADERARIEAEEK.... Result: 0 (no interaction). (3) The miRNA is hsa-miR-216b-3p with sequence ACACACUUACCCGUAGAGAUUCUA. The protein sequence of the target gene is MNYLRRRLSDSNFMANLPNGYMTDLQRPQPPPPPPGAHSPGATPGPGTATAERSSGVAPAASPAAPSPGSSGGGGFFSSLSNAVKQTTAAAAATFSEQVGGGSGGAGRGGAASRVLLVIDEPHTDWAKYFKGKKIHGEIDIKVEQAEFSDLNLVAHANGGFSVDMEVLRNGVKVVRSLKPDFVLIRQHAFSMARNGDYRSLVIGLQYAGIPSVNSLHSVYNFCDKPWVFAQMVRLHKKLGTEEFPLIDQTFYPNHKEMLSSTTYPVVVKMGHAHSGMGKVKVDNQHDFQDIASVVALTKT.... Result: 0 (no interaction). (4) The miRNA is hsa-miR-6743-3p with sequence AGCCGCUCUUCUCCCUGCCCACA. The protein sequence of the target gene is MKLGCVLMAWALYLSLGVLWVAQMLLAASFETLQCEGPVCTEESSCHTEDDLTDAREAGFQVKAYTFSEPFHLIVSYDWLILQGPAKPVFEGDLLVLRCQAWQDWPLTQVTFYRDGSALGPPGPNREFSITVVQKADSGHYHCSGIFQSPGPGIPETASVVAITVQELFPAPILRAVPSAEPQAGSPMTLSCQTKLPLQRSAARLLFSFYKDGRIVQSRGLSSEFQIPTASEDHSGSYWCEAATEDNQVWKQSPQLEIRVQGASSSAAPPTLNPAPQKSAAPGTAPEEAPGPLPPPPTPS.... Result: 0 (no interaction). (5) The miRNA is hsa-miR-1303 with sequence UUUAGAGACGGGGUCUUGCUCU. The protein sequence of the target gene is MKEMVGGCCVCSDERGWAENPLVYCDGHACSVAVHQACYGIVQVPTGPWFCRKCESQERAARVRCELCPHKDGALKRTDNGGWAHVVCALYIPEVQFANVLTMEPIVLQYVPHDRFNKTCYICEEQGRESKAASGACMTCNRHGCRQAFHVTCAQMAGLLCEEEVLEVDNVKYCGYCKYHFSKMKTSRHSSGGGGGGAGGGGGSMGGGGSGFISGRRSRSASPSTQQEKHPTHHERGQKKSRKDKERLKQKHKKRPESPPSILTPPVVPTADKVSSSASSSSHHEASTQETSESSRESKG.... Result: 1 (interaction). (6) The miRNA is hsa-miR-7155-5p with sequence UCUGGGGUCUUGGGCCAUC. The protein sequence of the target gene is MQAQQLPYEFFSEENAPKWRGLLVPALKKVQGQVHPTLESNDDALQYVEELILQLLNMLCQAQPRSASDVEERVQKSFPHPIDKWAIADAQSAIEKRKRRNPLSLPAERIHHLLREVLGYKIDHQVSVYIVAVLEYISADILKLVGNYVRNIRHYEITKQDIKVAMCADKVLMDMFHQDVEDINILSLTDEEPSTSGEQTYYDLVKAFMAEIRQYIRELNLIIKVFREPFVSNSKLFSSNDVENIFSRIVDIHELSVKLLGHIEDTVEMTDEGSPHPLVGSCFEDLAEELAFDPYESYAR.... Result: 0 (no interaction). (7) The miRNA is ssc-miR-34c with sequence AGGCAGUGUAGUUAGCUGAUUGC. The protein sequence of the target gene is MEESGYESVLCVKPDVHVYRIPPRATNRGYRAAEWQLDQPSWSGRLRITAKGQMAYIKLEDRTSGELFAQAPVDQFPGTAVESVTDSSRYFVIRIEDGNGRRAFIGIGFGDRGDAFDFNVALQDHFKWVKQQCEFAKQAQNPDQGPKLDLGFKEGQTIKLNIANMKKKEGAAGNPRVRPASTGGLSLLPPPPGGKTSTLIPPPGEQLAVGGSLVQPAVAPSSGGAPVPWPQPNPATADIWGDFTKSTGSTSSQTQPGTGWVQF. Result: 0 (no interaction). (8) The miRNA is hsa-miR-377-5p with sequence AGAGGUUGCCCUUGGUGAAUUC. The protein sequence of the target gene is MASNSTKSFLADAGYGEQELDANSALMELDKGLRSGKLGEQCEAVVRFPRLFQKYPFPILINSAFLKLADVFRVGNNFLRLCVLKVTQQSEKHLEKILNVDEFVKRIFSVIHSNDPVARAITLRMLGSLASIIPERKNAHHSIRQSLDSHDNVEVEAAVFAAANFSAQSKDFAVGICNKISEMIQGLATPVDLKLKLIPILQHMHHDAILASSARQLLQQLVTSYPSTKMVIVSLHTFTLLAASSLVDTPKQIQLLLQYLKNDPRKAVKRLAIQDLKLLANKTPHTWSRENIQALCECAL.... Result: 1 (interaction). (9) The protein sequence of the target gene is MKRLGSVQRKMPCVFVTEVKAEPSAKREHQPFKVLATETLSEKALDADVYNAVATEKVDGTCCYVTNYKGQPYLWARLDRKPNKQADKRFKKFLHSKESAKEFHWNTEEDFKPVPECWIPAKEIEKQNGKPVPDENGHIPGWVPVEKGSKQYCWHSSVVNYEFGIALVLRHHPDDPGVLEISAVPLSELLEQTLELIGTSINGNPYGLGSKKSPLHFLTPHGAFQVRNLPTLKHNDLLSWFEDCREGQIEGIVWHCGDGCLIKVHRHHLGLCWPLPDTYMNSKPVIINMNLNLNNYDCAF.... Result: 1 (interaction). The miRNA is mmu-miR-129-5p with sequence CUUUUUGCGGUCUGGGCUUGC.